This data is from Full USPTO retrosynthesis dataset with 1.9M reactions from patents (1976-2016). The task is: Predict the reactants needed to synthesize the given product. (1) Given the product [S:20]1[CH:21]=[C:22]([C:2]2[NH:3][C:4]3[C:9]([C:10]=2[CH:11]=[O:12])=[CH:8][C:7]([C:13]2[O:17][CH:16]=[N:15][CH:14]=2)=[C:6]([O:18][CH3:19])[CH:5]=3)[C:23]2[CH:28]=[CH:27][CH:26]=[CH:25][C:24]1=2, predict the reactants needed to synthesize it. The reactants are: Br[C:2]1[NH:3][C:4]2[C:9]([C:10]=1[CH:11]=[O:12])=[CH:8][C:7]([C:13]1[O:17][CH:16]=[N:15][CH:14]=1)=[C:6]([O:18][CH3:19])[CH:5]=2.[S:20]1[C:24]2[CH:25]=[CH:26][CH:27]=[CH:28][C:23]=2[C:22](B(O)O)=[CH:21]1. (2) Given the product [CH3:1][O:2][C:3](=[O:40])[C@H:4]([O:39][CH:42]1[CH2:43][CH2:44][CH2:45][CH2:46][O:41]1)[C@@H:5]([NH:13][C:14](=[O:38])[C:15]1[CH:20]=[C:19]([C:21]([NH:23][C@@H:24]([C:26]2[CH:27]=[CH:28][CH:29]=[CH:30][CH:31]=2)[CH3:25])=[O:22])[CH:18]=[C:17]([N:32]([CH3:37])[S:33]([CH3:36])(=[O:35])=[O:34])[CH:16]=1)[CH2:6][C:7]1[CH:12]=[CH:11][CH:10]=[CH:9][CH:8]=1, predict the reactants needed to synthesize it. The reactants are: [CH3:1][O:2][C:3](=[O:40])[C@H:4]([OH:39])[C@@H:5]([NH:13][C:14](=[O:38])[C:15]1[CH:20]=[C:19]([C:21]([NH:23][C@@H:24]([C:26]2[CH:31]=[CH:30][CH:29]=[CH:28][CH:27]=2)[CH3:25])=[O:22])[CH:18]=[C:17]([N:32]([CH3:37])[S:33]([CH3:36])(=[O:35])=[O:34])[CH:16]=1)[CH2:6][C:7]1[CH:12]=[CH:11][CH:10]=[CH:9][CH:8]=1.[O:41]1[CH:46]=[CH:45][CH2:44][CH2:43][CH2:42]1.[NH+]1C=CC=CC=1.C1(C)C=CC(S(O)(=O)=O)=CC=1. (3) Given the product [C:5]([Cl:3])(=[O:21])[CH2:6][CH2:7][CH2:8][CH2:9][CH2:10][CH2:11][CH2:12][CH2:13][CH2:14][CH2:15][CH2:16][CH2:17][CH2:18][CH3:19], predict the reactants needed to synthesize it. The reactants are: S(Cl)([Cl:3])=O.[C:5]([OH:21])(=O)[CH2:6][CH2:7][CH2:8][CH2:9][CH2:10][CH2:11][CH2:12][CH2:13][CH2:14][CH2:15][CH2:16][CH2:17][CH2:18][CH3:19]. (4) The reactants are: [Cl:1][C:2]1[CH:3]=[CH:4][C:5]([C:23]#[N:24])=[C:6]([C:8]2[C:13]([O:14][CH2:15][CH3:16])=[CH:12][N:11]([CH:17]([CH3:21])[C:18](O)=[O:19])[C:10](=[O:22])[CH:9]=2)[CH:7]=1.[NH2:25][C:26]1[CH:38]=[CH:37][C:29]([C:30]([O:32][C:33]([CH3:36])([CH3:35])[CH3:34])=[O:31])=[CH:28][CH:27]=1. Given the product [Cl:1][C:2]1[CH:3]=[CH:4][C:5]([C:23]#[N:24])=[C:6]([C:8]2[C:13]([O:14][CH2:15][CH3:16])=[CH:12][N:11]([CH:17]([CH3:21])[C:18]([NH:25][C:26]3[CH:38]=[CH:37][C:29]([C:30]([O:32][C:33]([CH3:34])([CH3:35])[CH3:36])=[O:31])=[CH:28][CH:27]=3)=[O:19])[C:10](=[O:22])[CH:9]=2)[CH:7]=1, predict the reactants needed to synthesize it. (5) Given the product [C:28]([C:32]1[CH:37]=[CH:36][C:35]([S:38]([N:7]2[C@@H:2]([CH3:1])[CH2:3][N:4]([C:9]([O:11][CH2:12][C:13]3[CH:18]=[CH:17][CH:16]=[CH:15][CH:14]=3)=[O:10])[CH2:5][C@@H:6]2[CH3:8])(=[O:40])=[O:39])=[CH:34][CH:33]=1)([CH3:31])([CH3:29])[CH3:30], predict the reactants needed to synthesize it. The reactants are: [CH3:1][C@H:2]1[NH:7][C@H:6]([CH3:8])[CH2:5][N:4]([C:9]([O:11][CH2:12][C:13]2[CH:18]=[CH:17][CH:16]=[CH:15][CH:14]=2)=[O:10])[CH2:3]1.C(N(C(C)C)CC)(C)C.[C:28]([C:32]1[CH:37]=[CH:36][C:35]([S:38](Cl)(=[O:40])=[O:39])=[CH:34][CH:33]=1)([CH3:31])([CH3:30])[CH3:29]. (6) The reactants are: [NH2:1][CH2:2][C@@H:3]1[CH2:6][C@H:5]([N:7]2[C:11]3[N:12]=[CH:13][N:14]=[C:15]([NH2:16])[C:10]=3[C:9]([C:17]3[CH:22]=[CH:21][CH:20]=[C:19]([O:23][CH2:24][C:25]4[CH:30]=[CH:29][CH:28]=[CH:27][CH:26]=4)[CH:18]=3)=[CH:8]2)[CH2:4]1.[Cl-]. Given the product [NH2:16][C:15]1[C:10]2[C:9]([C:17]3[CH:22]=[CH:21][CH:20]=[C:19]([O:23][CH2:24][C:25]4[CH:30]=[CH:29][CH:28]=[CH:27][CH:26]=4)[CH:18]=3)=[CH:8][N:7]([C@@H:5]3[CH2:4][C@H:3]([CH2:2][NH:1][C:24](=[O:23])[CH:25]([CH3:30])[CH3:26])[CH2:6]3)[C:11]=2[N:12]=[CH:13][N:14]=1, predict the reactants needed to synthesize it.